Dataset: Catalyst prediction with 721,799 reactions and 888 catalyst types from USPTO. Task: Predict which catalyst facilitates the given reaction. (1) Product: [C:16]([N:23]1[CH2:24][CH2:25][N:26]([CH2:8][C:6]2[CH:5]=[CH:4][N:3]=[C:2]([Cl:1])[CH:7]=2)[CH2:27][CH2:28]1)([O:18][C:19]([CH3:22])([CH3:21])[CH3:20])=[O:17]. The catalyst class is: 3. Reactant: [Cl:1][C:2]1[CH:7]=[C:6]([CH2:8]Cl)[CH:5]=[CH:4][N:3]=1.C([O-])([O-])=O.[K+].[K+].[C:16]([N:23]1[CH2:28][CH2:27][NH:26][CH2:25][CH2:24]1)([O:18][C:19]([CH3:22])([CH3:21])[CH3:20])=[O:17]. (2) Reactant: [O:1]=[C:2]([CH2:9][C:10]1[CH:15]=[CH:14][CH:13]=[CH:12][CH:11]=1)[CH2:3][C:4]([O:6][CH2:7][CH3:8])=[O:5].S(Cl)([Cl:19])(=O)=O. Product: [Cl:19][CH:3]([C:2](=[O:1])[CH2:9][C:10]1[CH:11]=[CH:12][CH:13]=[CH:14][CH:15]=1)[C:4]([O:6][CH2:7][CH3:8])=[O:5]. The catalyst class is: 2.